From a dataset of Reaction yield outcomes from USPTO patents with 853,638 reactions. Predict the reaction yield, written as a fraction of the theoretical maximum amount of product (1.0 means a 100% yield; for example, 0.34 means a 34% yield). The reactants are [N+:1]([C:4]1[CH:8]=[CH:7][NH:6][N:5]=1)([O-:3])=[O:2].CC1C=CC(S(O[CH2:20][CH2:21][S:22]([CH3:25])(=[O:24])=[O:23])(=O)=O)=CC=1.C(=O)([O-])[O-].[K+].[K+]. The catalyst is CN(C=O)C.C(OCC)(=O)C. The product is [CH3:25][S:22]([CH2:21][CH2:20][N:6]1[CH:7]=[CH:8][C:4]([N+:1]([O-:3])=[O:2])=[N:5]1)(=[O:24])=[O:23]. The yield is 0.810.